From a dataset of Catalyst prediction with 721,799 reactions and 888 catalyst types from USPTO. Predict which catalyst facilitates the given reaction. (1) Reactant: [NH2:1][C@@H:2]([CH2:19][C:20]1[CH:25]=[CH:24][CH:23]=[CH:22][CH:21]=1)[C:3]([NH:5][C:6]1[C:7]([O:17][CH3:18])=[N:8][CH:9]=[C:10]([C:12]2[CH:13]=[N:14][NH:15][CH:16]=2)[CH:11]=1)=[O:4].N[C@@H:27]([CH2:43]C1C=CC=CC=1)[C:28]([NH:30][C:31]1C(=O)NC=C(C2C=NNC=2)C=1)=O.[S:50]1C=C(C=O)N=C1.C(O[BH-](OC(=O)C)OC(=O)C)(=O)C.[Na+].C(O)(=O)C. Product: [CH3:18][O:17][C:7]1[C:6]([NH:5][C:3](=[O:4])[C@@H:2]([NH:1][CH2:43][C:27]2[S:50][CH:31]=[N:30][CH:28]=2)[CH2:19][C:20]2[CH:25]=[CH:24][CH:23]=[CH:22][CH:21]=2)=[CH:11][C:10]([C:12]2[CH:13]=[N:14][NH:15][CH:16]=2)=[CH:9][N:8]=1. The catalyst class is: 2. (2) Reactant: [NH2:1][CH:2]1[CH2:7][CH2:6][N:5]([C:8]([O:10][C:11]([CH3:14])([CH3:13])[CH3:12])=[O:9])[CH2:4][CH2:3]1.[Br:15][C:16]1[CH:21]=[CH:20][C:19]([S:22](Cl)(=[O:24])=[O:23])=[CH:18][CH:17]=1. Product: [Br:15][C:16]1[CH:21]=[CH:20][C:19]([S:22]([NH:1][CH:2]2[CH2:3][CH2:4][N:5]([C:8]([O:10][C:11]([CH3:14])([CH3:13])[CH3:12])=[O:9])[CH2:6][CH2:7]2)(=[O:24])=[O:23])=[CH:18][CH:17]=1. The catalyst class is: 22. (3) Reactant: C[O:2]C1(F)O[C:6]([C:12]([F:15])([F:14])[F:13])([C:8]([F:11])([F:10])[F:9])[O:5]O1.CSC. Product: [OH2:2].[OH2:2].[OH2:2].[F:9][C:8]([F:11])([F:10])[C:6]([C:12]([F:15])([F:14])[F:13])=[O:5]. The catalyst class is: 170. (4) Reactant: [F:1][C:2]([F:25])([F:24])[C:3]1[CH:8]=[C:7]([C:9]([F:12])([F:11])[F:10])[CH:6]=[CH:5][C:4]=1[C:13]1[C:19]([Cl:20])=[CH:18][C:16]([NH2:17])=[C:15]([N+:21]([O-])=O)[CH:14]=1.Cl. Product: [F:24][C:2]([F:1])([F:25])[C:3]1[CH:8]=[C:7]([C:9]([F:10])([F:11])[F:12])[CH:6]=[CH:5][C:4]=1[C:13]1[CH:14]=[C:15]([NH2:21])[C:16]([NH2:17])=[CH:18][C:19]=1[Cl:20]. The catalyst class is: 490. (5) Reactant: [N:1]1[C:10]2[C:5](=[CH:6][CH:7]=[CH:8][CH:9]=2)[CH:4]=[CH:3][CH:2]=1.[C:11](=O)([O-:13])N.[BH4-].[Na+]. Product: [N:1]1[C:10]2[C:5](=[CH:6][CH:7]=[CH:8][CH:9]=2)[CH:4]=[C:3]([CH2:11][OH:13])[CH:2]=1. The catalyst class is: 1. (6) Reactant: Br[C:2]1[CH:3]=[C:4]([CH:8]([N:16]([CH3:33])[C:17](=[O:32])[CH2:18][N:19]2[C:24]3[CH:25]=[C:26]([Cl:30])[C:27]([Cl:29])=[CH:28][C:23]=3[O:22][CH2:21][C:20]2=[O:31])[CH2:9][N:10]2[CH2:15][CH2:14][O:13][CH2:12][CH2:11]2)[CH:5]=[CH:6][CH:7]=1.[N:34]1([C:40]([C:42]2[CH:43]=[C:44](B(O)O)[CH:45]=[CH:46][CH:47]=2)=[O:41])[CH2:39][CH2:38][CH2:37][CH2:36][CH2:35]1.C([O-])([O-])=O.[Na+].[Na+]. Product: [NH4+:10].[OH-:13].[Cl:30][C:26]1[C:27]([Cl:29])=[CH:28][C:23]2[O:22][CH2:21][C:20](=[O:31])[N:19]([CH2:18][C:17]([N:16]([CH3:33])[CH:8]([C:4]3[CH:3]=[C:2]([C:46]4[CH:45]=[CH:44][CH:43]=[C:42]([C:40]([N:34]5[CH2:35][CH2:36][CH2:37][CH2:38][CH2:39]5)=[O:41])[CH:47]=4)[CH:7]=[CH:6][CH:5]=3)[CH2:9][N:10]3[CH2:15][CH2:14][O:13][CH2:12][CH2:11]3)=[O:32])[C:24]=2[CH:25]=1. The catalyst class is: 151. (7) Reactant: [CH2:1]([N:8]1[CH2:12][CH:11]([CH2:13]O)[CH2:10][C:9]1=[O:15])[C:2]1[CH:7]=[CH:6][CH:5]=[CH:4][CH:3]=1.C1(P(C2C=CC=CC=2)C2C=CC=CC=2)C=CC=CC=1.N1C=CN=C1.[I:40]I. Product: [CH2:1]([N:8]1[CH2:12][CH:11]([CH2:13][I:40])[CH2:10][C:9]1=[O:15])[C:2]1[CH:7]=[CH:6][CH:5]=[CH:4][CH:3]=1. The catalyst class is: 11.